This data is from Full USPTO retrosynthesis dataset with 1.9M reactions from patents (1976-2016). The task is: Predict the reactants needed to synthesize the given product. Given the product [CH2:1]([O:26][C:23]1[CH:22]=[CH:21][C:20]([CH2:19][CH2:18][NH:17][C:16](=[O:27])[O:15][C:11]([CH3:13])([CH3:12])[CH3:14])=[CH:25][CH:24]=1)[CH:2]=[CH2:3], predict the reactants needed to synthesize it. The reactants are: [CH2:1](Br)[CH:2]=[CH2:3].C(=O)([O-])[O-].[K+].[K+].[C:11]([O:15][C:16](=[O:27])[NH:17][CH2:18][CH2:19][C:20]1[CH:25]=[CH:24][C:23]([OH:26])=[CH:22][CH:21]=1)([CH3:14])([CH3:13])[CH3:12].